From a dataset of Full USPTO retrosynthesis dataset with 1.9M reactions from patents (1976-2016). Predict the reactants needed to synthesize the given product. (1) Given the product [CH2:1]([O:8][CH2:9][N:10]1[C:18]2[C:17]([NH2:19])=[N:16][C:15]([CH2:20][CH2:21][CH2:22][CH3:23])=[N:14][C:13]=2[C:12]([C:30]#[C:29][CH2:28][CH2:27][CH2:26][Cl:25])=[CH:11]1)[C:2]1[CH:7]=[CH:6][CH:5]=[CH:4][CH:3]=1, predict the reactants needed to synthesize it. The reactants are: [CH2:1]([O:8][CH2:9][N:10]1[C:18]2[C:17]([NH2:19])=[N:16][C:15]([CH2:20][CH2:21][CH2:22][CH3:23])=[N:14][C:13]=2[C:12](I)=[CH:11]1)[C:2]1[CH:7]=[CH:6][CH:5]=[CH:4][CH:3]=1.[Cl:25][CH2:26][CH2:27][CH2:28][C:29]#[CH:30].C(N(CC)CC)C. (2) Given the product [S:7]([C:2]1[CH:1]=[CH:6][C:5]([CH3:12])=[CH:4][CH:3]=1)([OH:10])(=[O:8])=[O:9].[OH:15][CH:14]([CH3:16])[C:12](=[O:8])[CH3:13], predict the reactants needed to synthesize it. The reactants are: [C:1]1(C)[C:2]([S:7]([OH:10])(=[O:9])=[O:8])=[CH:3][CH:4]=[CH:5][CH:6]=1.[CH2:12]([C:14]([CH3:16])=[O:15])[CH3:13]. (3) Given the product [F:1][C:2]1([C:6]2[N:7]([C:16]3[N:24]=[C:23]4[C:19]([N:20]=[C:21]([CH2:26][N:27]5[CH2:32][CH2:31][CH:30]([C:33]([OH:36])([CH3:35])[CH3:34])[CH2:29][CH2:28]5)[N:22]4[CH3:25])=[C:18]([N:37]4[CH2:38][CH2:39][O:40][CH2:41][CH2:42]4)[N:17]=3)[C:8]3[CH:14]=[CH:13][CH:12]=[CH:11][C:9]=3[N:10]=2)[CH2:3][O:4][CH2:5]1, predict the reactants needed to synthesize it. The reactants are: [F:1][C:2]1([C:6]2[NH:10][C:9]3[CH:11]=[CH:12][CH:13]=[CH:14][C:8]=3[N:7]=2)[CH2:5][O:4][CH2:3]1.Cl[C:16]1[N:24]=[C:23]2[C:19]([N:20]=[C:21]([CH2:26][N:27]3[CH2:32][CH2:31][CH:30]([C:33]([OH:36])([CH3:35])[CH3:34])[CH2:29][CH2:28]3)[N:22]2[CH3:25])=[C:18]([N:37]2[CH2:42][CH2:41][O:40][CH2:39][CH2:38]2)[N:17]=1. (4) Given the product [CH3:1][O:2][C:3]1[C:11]2[O:10][C:9]([CH3:13])([CH3:12])[CH2:8][C:7]=2[C:6]([CH3:14])=[C:5]([N:15]2[CH2:20][CH2:19][N:18]([C:23]3[CH:24]=[CH:25][C:26]([O:29][C:30]([F:31])([F:32])[F:33])=[CH:27][CH:28]=3)[CH2:17][CH2:16]2)[C:4]=1[CH3:21], predict the reactants needed to synthesize it. The reactants are: [CH3:1][O:2][C:3]1[C:11]2[O:10][C:9]([CH3:13])([CH3:12])[CH2:8][C:7]=2[C:6]([CH3:14])=[C:5]([N:15]2[CH2:20][CH2:19][NH:18][CH2:17][CH2:16]2)[C:4]=1[CH3:21].Br[C:23]1[CH:28]=[CH:27][C:26]([O:29][C:30]([F:33])([F:32])[F:31])=[CH:25][CH:24]=1.